Predict the reactants needed to synthesize the given product. From a dataset of Full USPTO retrosynthesis dataset with 1.9M reactions from patents (1976-2016). (1) Given the product [Cl:21][CH2:22][C:23]([N:7]1[CH2:8][CH2:9][C:4]([C:2]#[N:3])([C:10]([O:12][CH3:13])=[O:11])[CH2:5][CH2:6]1)=[O:24], predict the reactants needed to synthesize it. The reactants are: [Cl-].[C:2]([C:4]1([C:10]([O:12][CH3:13])=[O:11])[CH2:9][CH2:8][NH2+:7][CH2:6][CH2:5]1)#[N:3].C(N(CC)CC)C.[Cl:21][CH2:22][C:23](Cl)=[O:24].O. (2) Given the product [OH:11][CH2:12][P:1](=[O:8])([O:5][CH2:6][CH3:7])[O:2][CH2:3][CH3:4], predict the reactants needed to synthesize it. The reactants are: [P:1]([O:8]CC)([O:5][CH2:6][CH3:7])[O:2][CH2:3][CH3:4].[OH2:11].[CH2:12](N(CC)CC)C. (3) Given the product [O:1]([C:8]1[CH:13]=[CH:12][CH:11]=[CH:10][C:9]=1[NH:14][S:15]([C:18]1[CH:19]=[CH:20][C:21]([C:22]([NH:24][CH2:25][C:26](=[O:27])[NH:46][C@H:43]2[CH2:44][CH2:45][C@H:40]([CH2:39][CH2:38][N:33]3[CH2:37][CH2:36][CH2:35][CH2:34]3)[CH2:41][CH2:42]2)=[O:23])=[CH:29][CH:30]=1)(=[O:17])=[O:16])[C:2]1[CH:3]=[CH:4][CH:5]=[CH:6][CH:7]=1, predict the reactants needed to synthesize it. The reactants are: [O:1]([C:8]1[CH:13]=[CH:12][CH:11]=[CH:10][C:9]=1[NH:14][S:15]([C:18]1[CH:30]=[CH:29][C:21]([C:22]([NH:24][CH2:25][C:26](O)=[O:27])=[O:23])=[CH:20][CH:19]=1)(=[O:17])=[O:16])[C:2]1[CH:7]=[CH:6][CH:5]=[CH:4][CH:3]=1.Cl.Cl.[N:33]1([CH2:38][CH2:39][C@H:40]2[CH2:45][CH2:44][C@H:43]([NH2:46])[CH2:42][CH2:41]2)[CH2:37][CH2:36][CH2:35][CH2:34]1. (4) Given the product [Br:15][C:16]1[CH:21]=[CH:20][C:19]2[NH:22][C:2]3[C:10]4[CH:9]=[CH:8][CH:7]=[C:6]([C:11]([OH:13])=[O:12])[C:5]=4[CH2:4][C:3]=3[C:18]=2[CH:17]=1, predict the reactants needed to synthesize it. The reactants are: O=[C:2]1[C:10]2[CH:9]=[CH:8][CH:7]=[C:6]([C:11]([OH:13])=[O:12])[C:5]=2[CH2:4][CH2:3]1.Cl.[Br:15][C:16]1[CH:21]=[CH:20][C:19]([NH:22]N)=[CH:18][CH:17]=1. (5) The reactants are: C(N(CC)CC)C.[CH:8]([C:10]1[C:18]2[C:13](=[CH:14][CH:15]=[CH:16][CH:17]=2)[N:12](C(OC(C)(C)C)=O)[CH:11]=1)=[O:9].[NH:26]1[C:34]2[C:29](=[CH:30][C:31]([CH:35]=[N:36][C:37]3[CH:42]=[CH:41][N:40]=[C:39]([O:43][CH3:44])[CH:38]=3)=[CH:32][CH:33]=2)[CH:28]=[CH:27]1. Given the product [NH:12]1[C:13]2[C:18](=[CH:17][CH:16]=[CH:15][CH:14]=2)[C:10]([C:8](=[O:9])[CH:35]([C:31]2[CH:30]=[C:29]3[C:34](=[CH:33][CH:32]=2)[NH:26][CH:27]=[CH:28]3)[NH:36][C:37]2[CH:42]=[CH:41][N:40]=[C:39]([O:43][CH3:44])[CH:38]=2)=[CH:11]1, predict the reactants needed to synthesize it. (6) Given the product [C:1]([O:4][C@H:5]1[CH2:10][CH2:9][C@@H:8]([C:11]2[N:15]3[CH:16]=[CH:17][N:18]=[C:19]([CH3:20])[C:14]3=[C:13]([Br:21])[N:12]=2)[CH2:7][CH2:6]1)(=[O:3])[CH3:2], predict the reactants needed to synthesize it. The reactants are: [C:1]([O:4][C@H:5]1[CH2:10][CH2:9][C@@H:8]([C:11]2[N:15]3[CH:16]=[CH:17][N:18]=[C:19]([CH3:20])[C:14]3=[CH:13][N:12]=2)[CH2:7][CH2:6]1)(=[O:3])[CH3:2].[Br:21]N1C(=O)CCC1=O.O. (7) Given the product [Cl:1][C:2]1[N:3]=[N:4][CH:5]=[C:6]([O:10][CH3:9])[CH:7]=1, predict the reactants needed to synthesize it. The reactants are: [Cl:1][C:2]1[N:3]=[N:4][CH:5]=[C:6](Cl)[CH:7]=1.[CH3:9][O-:10].[Na+]. (8) Given the product [CH2:1]([O:3][C:4]([C:6]1[C:7]([O:29][S:37]([C:40]([F:43])([F:42])[F:41])(=[O:39])=[O:38])=[N:8][C:9]2[C:14]([C:15]=1[CH2:16][C:17]1[CH:22]=[CH:21][CH:20]=[CH:19][C:18]=1[Cl:23])=[CH:13][C:12]([Cl:24])=[CH:11][C:10]=2[C:25]([F:27])([F:28])[F:26])=[O:5])[CH3:2], predict the reactants needed to synthesize it. The reactants are: [CH2:1]([O:3][C:4]([C:6]1[C:7](=[O:29])[NH:8][C:9]2[C:14]([C:15]=1[CH2:16][C:17]1[CH:22]=[CH:21][CH:20]=[CH:19][C:18]=1[Cl:23])=[CH:13][C:12]([Cl:24])=[CH:11][C:10]=2[C:25]([F:28])([F:27])[F:26])=[O:5])[CH3:2].C1C=CC(N([S:37]([C:40]([F:43])([F:42])[F:41])(=[O:39])=[O:38])[S:37]([C:40]([F:43])([F:42])[F:41])(=[O:39])=[O:38])=CC=1. (9) Given the product [Cl:1][CH2:13][CH:14]=[C:15]([CH3:16])[CH2:17][CH2:18][CH:19]=[C:20]([CH3:21])[CH2:22][CH2:23][CH:24]=[C:25]([CH3:27])[CH3:26], predict the reactants needed to synthesize it. The reactants are: [Cl:1]N1C(=O)CCC1=O.CSC.O[CH2:13][CH:14]=[C:15]([CH2:17][CH2:18][CH:19]=[C:20]([CH2:22][CH2:23][CH:24]=[C:25]([CH3:27])[CH3:26])[CH3:21])[CH3:16].C(=O)(O)[O-].[Na+].